Dataset: Experimentally validated miRNA-target interactions with 360,000+ pairs, plus equal number of negative samples. Task: Binary Classification. Given a miRNA mature sequence and a target amino acid sequence, predict their likelihood of interaction. (1) The miRNA is dme-miR-308-3p with sequence AAUCACAGGAUUAUACUGUGAG. The protein sequence of the target gene is MADSSSSSFFPDFGLLLYLEELNKEELNTFKLFLKETMEPEHGLTPWNEVKKARREDLANLMKKYYPGEKAWSVSLKIFGKMNLKDLCERAKEEINWSAQTIGPDDAKAGETQEDQEAVLGDGTEYRNRIKEKFCITWDKKSLAGKPEDFHHGIAEKDRKLLEHLFDVDVKTGAQPQIVVLQGAAGVGKTTLVRKAMLDWAEGSLYQQRFKYVFYLNGREINQLKERSFAQLISKDWPSTEGPIEEIMYQPSSLLFIIDSFDELNFAFEEPEFALCEDWTQEHPVSFLMSSLLRKVMLPE.... Result: 0 (no interaction). (2) The miRNA is gga-miR-9-5p with sequence UCUUUGGUUAUCUAGCUGUAUGA. The protein sequence of the target gene is MPKIVLNGVTVDFPFQPYKCQQEYMTKVLECLQQKVNGILESPTGTGKTLCLLCTTLAWREHLRDGISARKIAERAQGELFPDRALSSWGNAAAAAGDPIACYTDIPKIIYASRTHSQLTQVINELRNTSYRPKVCVLGSREQLCIHPEVKKQESNHLQIHLCRKKVASRSCHFYNNVEEKSLEQELASPILDIEDLVKSGSKHRVCPYYLSRNLKQQADIIFMPYNYLLDAKSRRAHNIDLKGTVVIFDEAHNVEKMCEESASFDLTPHDLASGLDVIDQVLEEQTKAAQQGEPHPEFS.... Result: 0 (no interaction). (3) The miRNA is mmu-miR-329-3p with sequence AACACACCCAGCUAACCUUUUU. The protein sequence of the target gene is MKIFRCCFKYTLQQKLFILLLTLWLFSLLKLLNVGRLLFPQRDIYLVEYSLSTSPFVRNRFPESGDAARDNVNCSGVYEHEPLEIGKSLEIRRRSIIDLEDGDVVAMTSDCDVYQTLRQYHEKLVSREEEDFPIAYSLVVHKDAIMVERLIRAIYNQHNLYCIHYDLKSPDTFKAAMNNLAKCFPNIFIASKLETVEYAHISRLQADWNCLSDLLKSSVQWKYVINLCGQDFPLKSNFELVTELKSLQGRNMLETVRPPSAKTERFTYHHELRQVPYDYMKLPVKTNVSKGAPPHNIQVF.... Result: 1 (interaction). (4) The miRNA is hsa-miR-4716-3p with sequence AAGGGGGAAGGAAACAUGGAGA. The protein sequence of the target gene is MEIGTEISRKIRSAIKGKLQELGAYVDEELPDYIMVMVANKKSQDQMTEDLSLFLGNNTIRFTVWLHGVLDKLRSVTTEPSSLKSPDASIFDSHVPSNKSSFSRGDERRHEAAVPPLAVSSSRPEKRDSRVSTSSQEQKSTNVRHSYDDGASTRLMSTVKPLREPAPSEDVIDIKPEPDDLIDEDLNFVQENPLSQKKPTVTLTYGSSRPSIEIYRPPASRNADTGTHLNRLQLHPQQSSAHAAKQLDVQSSQVSEAGRLCEPPVLSSVEDTYSPFFRNNLDKMSIEDENFRKRKLPVVS.... Result: 0 (no interaction).